From a dataset of Reaction yield outcomes from USPTO patents with 853,638 reactions. Predict the reaction yield, written as a fraction of the theoretical maximum amount of product (1.0 means a 100% yield; for example, 0.34 means a 34% yield). (1) The reactants are Br[C:2]1[CH:3]=[C:4]([C@H:20]2[O:25][CH2:24][CH2:23][N:22]([C:26]([O:28][C:29]([CH3:32])([CH3:31])[CH3:30])=[O:27])[CH2:21]2)[CH:5]=[CH:6][C:7]=1[NH:8][C:9](=[O:19])[C:10]1[CH:15]=[CH:14][C:13]([O:16][CH2:17][CH3:18])=[N:12][CH:11]=1.C(=O)([O-])[O-].[Cs+].[Cs+].N1C2C(=CC=C3C=2N=CC=C3)C=CC=1. The catalyst is COCCOC.[Cu]I. The product is [CH2:17]([O:16][C:13]1[N:12]=[CH:11][C:10]([C:9]2[O:19][C:2]3[CH:3]=[C:4]([C@H:20]4[O:25][CH2:24][CH2:23][N:22]([C:26]([O:28][C:29]([CH3:32])([CH3:31])[CH3:30])=[O:27])[CH2:21]4)[CH:5]=[CH:6][C:7]=3[N:8]=2)=[CH:15][CH:14]=1)[CH3:18]. The yield is 0.400. (2) The reactants are [CH3:1][C:2]1([CH3:10])[O:9][C:7](=[O:8])[CH2:6][C:4](=[O:5])[O:3]1.[CH:11]([O-])([O-])OC.[F:16][C:17]1[CH:18]=[CH:19][C:20]([O:24][CH2:25][CH2:26][CH3:27])=[C:21]([CH:23]=1)[NH2:22]. No catalyst specified. The product is [F:16][C:17]1[CH:18]=[CH:19][C:20]([O:24][CH2:25][CH2:26][CH3:27])=[C:21]([NH:22][CH:11]=[C:6]2[C:7](=[O:8])[O:9][C:2]([CH3:10])([CH3:1])[O:3][C:4]2=[O:5])[CH:23]=1. The yield is 0.930. (3) The reactants are O[C:2]([C@H:5]1[CH2:9][O:8][C:7]([CH3:11])([CH3:10])[N:6]1[C:12]([O:14][C:15]([CH3:18])([CH3:17])[CH3:16])=[O:13])([CH3:4])[CH3:3].C(N(S(F)(F)[F:25])CC)C. The catalyst is C(Cl)Cl. The product is [F:25][C:2]([C@H:5]1[CH2:9][O:8][C:7]([CH3:11])([CH3:10])[N:6]1[C:12]([O:14][C:15]([CH3:18])([CH3:17])[CH3:16])=[O:13])([CH3:4])[CH3:3]. The yield is 0.0700. (4) The catalyst is C1C=CC([P]([Pd]([P](C2C=CC=CC=2)(C2C=CC=CC=2)C2C=CC=CC=2)([P](C2C=CC=CC=2)(C2C=CC=CC=2)C2C=CC=CC=2)[P](C2C=CC=CC=2)(C2C=CC=CC=2)C2C=CC=CC=2)(C2C=CC=CC=2)C2C=CC=CC=2)=CC=1.C(O)C. The product is [CH3:1][C:2]1([CH3:18])[C:14]2[CH:13]=[C:12]([C:20]3[C:29]4[C:24](=[CH:25][CH:26]=[CH:27][CH:28]=4)[CH:23]=[CH:22][N:21]=3)[CH:11]=[CH:10][C:9]=2[C:8]2[C:3]1=[CH:4][CH:5]=[CH:6][CH:7]=2. The reactants are [CH3:1][C:2]1([CH3:18])[C:14]2[CH:13]=[C:12](B(O)O)[CH:11]=[CH:10][C:9]=2[C:8]2[C:3]1=[CH:4][CH:5]=[CH:6][CH:7]=2.Cl[C:20]1[C:29]2[C:24](=[CH:25][CH:26]=[CH:27][CH:28]=2)[CH:23]=[CH:22][N:21]=1.C1(C)C=CC=CC=1.C(=O)([O-])[O-].[Na+].[Na+]. The yield is 0.542. (5) The reactants are N#N.[N+:3]([C:6]1[CH:7]=[N:8][CH:9]=[CH:10][C:11]=1[N:12]1[CH2:17][C@H:16]([CH3:18])[C@@H:15]([O:19][Si:20]([C:23]([CH3:26])([CH3:25])[CH3:24])([CH3:22])[CH3:21])[C@H:14]([NH:27][C:28](=[O:34])[O:29][C:30]([CH3:33])([CH3:32])[CH3:31])[CH2:13]1)([O-])=O. The catalyst is CCO.O.[Pd]. The product is [NH2:3][C:6]1[CH:7]=[N:8][CH:9]=[CH:10][C:11]=1[N:12]1[CH2:17][C@H:16]([CH3:18])[C@@H:15]([O:19][Si:20]([C:23]([CH3:26])([CH3:25])[CH3:24])([CH3:22])[CH3:21])[C@H:14]([NH:27][C:28](=[O:34])[O:29][C:30]([CH3:33])([CH3:32])[CH3:31])[CH2:13]1. The yield is 0.930. (6) The reactants are [NH2:1][C@@H:2]([C:7]([OH:9])=[O:8])[CH2:3][CH2:4][S:5][CH3:6].[C:10]([O-:13])([O-])=[O:11].[Na+].[Na+].C([CH:19]([O:26]Cl)[C:20]1[CH:25]=[CH:24][CH:23]=[CH:22][CH:21]=1)(O)=O.Cl. The catalyst is O. The product is [C:10]([N:1]([O:26][CH2:19][C:20]1[CH:25]=[CH:24][CH:23]=[CH:22][CH:21]=1)[C@@H:2]([C:7]([OH:9])=[O:8])[CH2:3][CH2:4][S:5][CH3:6])([OH:13])=[O:11]. The yield is 0.640.